From a dataset of Peptide-MHC class II binding affinity with 134,281 pairs from IEDB. Regression. Given a peptide amino acid sequence and an MHC pseudo amino acid sequence, predict their binding affinity value. This is MHC class II binding data. (1) The peptide sequence is NRQIMDNSAKYVEHD. The MHC is DRB1_1501 with pseudo-sequence DRB1_1501. The binding affinity (normalized) is 0.288. (2) The peptide sequence is LIIMDEAHFTDPASI. The MHC is DRB1_1302 with pseudo-sequence DRB1_1302. The binding affinity (normalized) is 0.624. (3) The peptide sequence is FIQYEELREQLSSVSAFE. The MHC is DRB1_1501 with pseudo-sequence DRB1_1501. The binding affinity (normalized) is 0.224. (4) The peptide sequence is NFRFLTEKGMKNVFD. The MHC is DRB3_0101 with pseudo-sequence DRB3_0101. The binding affinity (normalized) is 0.376. (5) The peptide sequence is PFSRIRDGLQYGWKT. The binding affinity (normalized) is 0.401. The MHC is HLA-DQA10501-DQB10303 with pseudo-sequence HLA-DQA10501-DQB10303. (6) The peptide sequence is HTVMPLSAPTLVPQE. The MHC is DRB5_0101 with pseudo-sequence DRB5_0101. The binding affinity (normalized) is 0.151. (7) The peptide sequence is NSLLFIPDIKLAIDN. The MHC is DRB1_0802 with pseudo-sequence DRB1_0802. The binding affinity (normalized) is 0.655. (8) The peptide sequence is GCGSCFEIKCTKPEA. The MHC is HLA-DQA10401-DQB10402 with pseudo-sequence HLA-DQA10401-DQB10402. The binding affinity (normalized) is 0. (9) The MHC is DRB4_0101 with pseudo-sequence DRB4_0103. The binding affinity (normalized) is 0.316. The peptide sequence is IKYNGEEYLILSARD. (10) The MHC is HLA-DQA10401-DQB10402 with pseudo-sequence HLA-DQA10401-DQB10402. The binding affinity (normalized) is 0.329. The peptide sequence is GEFFWDANDIYRIFA.